This data is from Forward reaction prediction with 1.9M reactions from USPTO patents (1976-2016). The task is: Predict the product of the given reaction. (1) Given the reactants [O:1]([C:8]1[CH:13]=[CH:12][C:11]([CH2:14][C:15]([OH:17])=[O:16])=[CH:10][CH:9]=1)[C:2]1[CH:7]=[CH:6][CH:5]=[CH:4][CH:3]=1.S(=O)(=O)(O)O.[CH3:23]O, predict the reaction product. The product is: [O:1]([C:8]1[CH:9]=[CH:10][C:11]([CH2:14][C:15]([O:17][CH3:23])=[O:16])=[CH:12][CH:13]=1)[C:2]1[CH:3]=[CH:4][CH:5]=[CH:6][CH:7]=1. (2) Given the reactants [CH3:1][N:2]([CH3:6])[CH2:3][CH2:4][OH:5].[F:7][C:8]1([F:42])[O:12][C:11]2[CH:13]=[CH:14][C:15]([C:17]3([C:20]([NH:22][C:23]4[N:24]=[C:25]([C:33]5[CH:34]=[C:35]([CH:39]=[CH:40][CH:41]=5)[C:36](Cl)=[O:37])[C:26]5[C:31]([CH:32]=4)=[CH:30][CH:29]=[CH:28][CH:27]=5)=[O:21])[CH2:19][CH2:18]3)=[CH:16][C:10]=2[O:9]1, predict the reaction product. The product is: [F:42][C:8]1([F:7])[O:12][C:11]2[CH:13]=[CH:14][C:15]([C:17]3([C:20]([NH:22][C:23]4[N:24]=[C:25]([C:33]5[CH:34]=[C:35]([CH:39]=[CH:40][CH:41]=5)[C:36]([O:5][CH2:4][CH2:3][N:2]([CH3:6])[CH3:1])=[O:37])[C:26]5[C:31]([CH:32]=4)=[CH:30][CH:29]=[CH:28][CH:27]=5)=[O:21])[CH2:18][CH2:19]3)=[CH:16][C:10]=2[O:9]1. (3) Given the reactants [CH:1]1([C:6]2[C:7]([O:15][CH2:16][C:17]([F:20])([F:19])[F:18])=[N:8][CH:9]=[C:10]([CH:14]=2)[C:11]([OH:13])=O)[CH2:5][CH2:4][CH2:3][CH2:2]1.[N:21]1[CH:26]=[CH:25][CH:24]=[C:23]([NH2:27])[N:22]=1, predict the reaction product. The product is: [CH:1]1([C:6]2[C:7]([O:15][CH2:16][C:17]([F:20])([F:19])[F:18])=[N:8][CH:9]=[C:10]([CH:14]=2)[C:11]([NH:27][C:23]2[N:22]=[N:21][CH:26]=[CH:25][CH:24]=2)=[O:13])[CH2:2][CH2:3][CH2:4][CH2:5]1. (4) Given the reactants [NH2:1][C:2]1[N:7]=[C:6]([N:8]2[C:12]3[CH:13]=[C:14](Br)[CH:15]=[CH:16][C:11]=3[N:10]=[C:9]2[NH:18][CH2:19][CH2:20][O:21][CH3:22])[CH:5]=[CH:4][N:3]=1.[CH3:23][C:24]1[O:28][N:27]=[C:26]([C@:29]([OH:33])([C:31]#[CH:32])[CH3:30])[CH:25]=1, predict the reaction product. The product is: [NH2:1][C:2]1[N:7]=[C:6]([N:8]2[C:12]3[CH:13]=[C:14]([C:32]#[C:31][C@:29]([C:26]4[CH:25]=[C:24]([CH3:23])[O:28][N:27]=4)([OH:33])[CH3:30])[CH:15]=[CH:16][C:11]=3[N:10]=[C:9]2[NH:18][CH2:19][CH2:20][O:21][CH3:22])[CH:5]=[CH:4][N:3]=1. (5) The product is: [OH:11][CH2:10][CH:9]1[O:4][C:1](=[O:2])[N:15]([CH:12]([CH3:14])[CH3:13])[CH2:7]1. Given the reactants [C:1]([O-:4])([O-])=[O:2].[K+].[K+].[CH2:7]([CH:9]1[O:11][CH2:10]1)Br.[CH:12]([NH2:15])([CH3:14])[CH3:13], predict the reaction product. (6) Given the reactants [CH3:1][O:2][CH2:3][C:4](=[O:18])[C:5](=[N:10][NH:11][C:12]1[CH:17]=[CH:16][CH:15]=[CH:14][CH:13]=1)[C:6]([O:8][CH3:9])=[O:7].[CH3:19]OC(OC)N(C)C, predict the reaction product. The product is: [CH3:1][O:2][C:3]1[C:4](=[O:18])[C:5]([C:6]([O:8][CH3:9])=[O:7])=[N:10][N:11]([C:12]2[CH:17]=[CH:16][CH:15]=[CH:14][CH:13]=2)[CH:19]=1. (7) Given the reactants Cl[CH2:2][C:3]([C:5]1[CH:10]=[C:9]([N+:11]([O-:13])=[O:12])[C:8]([OH:14])=[C:7]([OH:15])[CH:6]=1)=[O:4].[I-].[K+].[Cl:18][C:19]1[CH:25]=[CH:24][C:22]([NH2:23])=[CH:21][CH:20]=1, predict the reaction product. The product is: [Cl:18][C:19]1[CH:25]=[CH:24][C:22]([NH:23][CH2:2][C:3]([C:5]2[CH:10]=[C:9]([N+:11]([O-:13])=[O:12])[C:8]([OH:14])=[C:7]([OH:15])[CH:6]=2)=[O:4])=[CH:21][CH:20]=1. (8) Given the reactants [CH3:1][C:2]1([CH3:16])[O:6][C@H:5]([CH2:7][N:8]2[CH:12]=[CH:11][C:10]([N+:13]([O-])=O)=[N:9]2)[CH2:4][O:3]1.[H][H], predict the reaction product. The product is: [CH3:1][C:2]1([CH3:16])[O:6][C@H:5]([CH2:7][N:8]2[CH:12]=[CH:11][C:10]([NH2:13])=[N:9]2)[CH2:4][O:3]1. (9) Given the reactants P(Cl)(Cl)(Cl)=O.[CH3:6][O:7][C:8]1[CH:13]=[CH:12][C:11]([C:14]2[CH:15]=[C:16]3[C:20](=[CH:21][C:22]=2[C:23]#[N:24])[NH:19][CH:18]=[CH:17]3)=[CH:10][CH:9]=1.CN([CH:28]=[O:29])C, predict the reaction product. The product is: [CH:28]([C:17]1[C:16]2[C:20](=[CH:21][C:22]([C:23]#[N:24])=[C:14]([C:11]3[CH:10]=[CH:9][C:8]([O:7][CH3:6])=[CH:13][CH:12]=3)[CH:15]=2)[NH:19][CH:18]=1)=[O:29]. (10) Given the reactants [O:1]=[C:2]1[N:7]([CH2:8][C:9]2[CH:10]=[C:11]([C:15]3[N:20]=[CH:19][C:18]([C:21]([OH:23])=O)=[CH:17][N:16]=3)[CH:12]=[CH:13][CH:14]=2)[N:6]=[C:5]([C:24]2[CH:29]=[C:28]([F:30])[C:27]([F:31])=[C:26]([F:32])[CH:25]=2)[CH:4]=[CH:3]1.CN1CCOCC1.C[CH2:41][N:42]=[C:43]=[N:44][CH2:45][CH2:46][CH2:47][N:48](C)C.Cl.C1C=CC2N(O)N=NC=2C=1.NCCC1N=CNC=1, predict the reaction product. The product is: [NH:42]1[CH:41]=[C:45]([CH2:46][CH2:47][NH:48][C:21]([C:18]2[CH:17]=[N:16][C:15]([C:11]3[CH:12]=[CH:13][CH:14]=[C:9]([CH2:8][N:7]4[C:2](=[O:1])[CH:3]=[CH:4][C:5]([C:24]5[CH:29]=[C:28]([F:30])[C:27]([F:31])=[C:26]([F:32])[CH:25]=5)=[N:6]4)[CH:10]=3)=[N:20][CH:19]=2)=[O:23])[N:44]=[CH:43]1.